This data is from Full USPTO retrosynthesis dataset with 1.9M reactions from patents (1976-2016). The task is: Predict the reactants needed to synthesize the given product. (1) Given the product [C:1]([N:31]1[CH2:32][CH2:33][CH:28]([N:14]([CH2:13][CH2:12][CH:11]([C:5]2[CH:10]=[CH:9][CH:8]=[CH:7][CH:6]=2)[C:34]2[CH:35]=[CH:36][CH:37]=[CH:38][CH:39]=2)[C:15]([NH:17][C:18]2[CH:23]=[CH:22][CH:21]=[C:20]([C:24]([F:25])([F:26])[F:27])[CH:19]=2)=[O:16])[CH2:29][CH2:30]1)(=[O:4])[CH3:2], predict the reactants needed to synthesize it. The reactants are: [C:1]([OH:4])(=O)[CH3:2].[C:5]1([CH:11]([C:34]2[CH:39]=[CH:38][CH:37]=[CH:36][CH:35]=2)[CH2:12][CH2:13][N:14]([CH:28]2[CH2:33][CH2:32][NH:31][CH2:30][CH2:29]2)[C:15]([NH:17][C:18]2[CH:23]=[CH:22][CH:21]=[C:20]([C:24]([F:27])([F:26])[F:25])[CH:19]=2)=[O:16])[CH:10]=[CH:9][CH:8]=[CH:7][CH:6]=1. (2) Given the product [NH2:33][CH:30]1[CH2:31][CH2:32][N:27]([CH2:26][C:23]2[CH:24]=[CH:25][N:21]3[C:22]=2[C:17]([NH:16][C:4]2[CH:5]=[CH:6][C:7]([O:8][CH2:9][C:10]4[CH:11]=[CH:12][N:13]=[CH:14][CH:15]=4)=[C:2]([Cl:1])[CH:3]=2)=[N:18][CH:19]=[N:20]3)[CH2:28][CH2:29]1, predict the reactants needed to synthesize it. The reactants are: [Cl:1][C:2]1[CH:3]=[C:4]([NH:16][C:17]2[C:22]3=[C:23]([CH2:26][N:27]4[CH2:32][CH2:31][CH:30]([NH:33]C(=O)OC(C)(C)C)[CH2:29][CH2:28]4)[CH:24]=[CH:25][N:21]3[N:20]=[CH:19][N:18]=2)[CH:5]=[CH:6][C:7]=1[O:8][CH2:9][C:10]1[CH:15]=[CH:14][N:13]=[CH:12][CH:11]=1.NC1CCN(CC2C=CN3C=2C(NC2C=CC(OCC4C=CC=CN=4)=C(Cl)C=2)=NC=N3)CC1.FC(F)(F)C(O)=O. (3) Given the product [Cl:2][C:3]1[CH:4]=[C:5]([CH2:9][CH2:10][O:11][CH2:12][C:13]2[NH:15][C:22](=[O:21])[C:24]3[CH:29]=[CH:28][N:27]=[N:26][C:25]=3[N:14]=2)[CH:6]=[CH:7][CH:8]=1, predict the reactants needed to synthesize it. The reactants are: Cl.[Cl:2][C:3]1[CH:4]=[C:5]([CH2:9][CH2:10][O:11][CH2:12][C:13]([NH2:15])=[NH:14])[CH:6]=[CH:7][CH:8]=1.C[O-].[Na+].C([O:21][C:22]([C:24]1[CH:29]=[CH:28][N:27]=[N:26][C:25]=1Cl)=O)C.C([O-])([O-])=O.[K+].[K+].Cl. (4) Given the product [F:9][C:3]1[CH:4]=[C:5]([OH:8])[CH:6]=[CH:7][C:2]=1[N:11]([CH3:10])[C:12]1[CH:17]=[CH:16][CH:15]=[CH:14][CH:13]=1, predict the reactants needed to synthesize it. The reactants are: Br[C:2]1[CH:7]=[CH:6][C:5]([OH:8])=[CH:4][C:3]=1[F:9].[CH3:10][NH:11][C:12]1[CH:17]=[CH:16][CH:15]=[CH:14][CH:13]=1. (5) Given the product [C:1]([C:3]1[C:4]([C:17]2[CH:22]=[CH:21][C:20]([Cl:23])=[C:19]([Cl:24])[CH:18]=2)=[C:5]([C:14]([NH2:27])=[O:15])[S:6][C:7]=1[N:8]1[CH2:13][CH2:12][O:11][CH2:10][CH2:9]1)#[N:2], predict the reactants needed to synthesize it. The reactants are: [C:1]([C:3]1[C:4]([C:17]2[CH:22]=[CH:21][C:20]([Cl:23])=[C:19]([Cl:24])[CH:18]=2)=[C:5]([C:14](O)=[O:15])[S:6][C:7]=1[N:8]1[CH2:13][CH2:12][O:11][CH2:10][CH2:9]1)#[N:2].CC[N:27]=C=NCCCN(C)C.C1C=CC2N(O)N=NC=2C=1.[OH-].[NH4+]. (6) The reactants are: Br[C:2]1[CH:7]=[CH:6][C:5]([N+:8]([O-:10])=[O:9])=[CH:4][C:3]=1[O:11][CH2:12][CH3:13].[N:14]1[CH:19]=[CH:18][C:17](B(O)O)=[CH:16][CH:15]=1.C(=O)([O-])[O-].[K+].[K+]. Given the product [CH2:12]([O:11][C:3]1[CH:4]=[C:5]([N+:8]([O-:10])=[O:9])[CH:6]=[CH:7][C:2]=1[C:17]1[CH:18]=[CH:19][N:14]=[CH:15][CH:16]=1)[CH3:13], predict the reactants needed to synthesize it.